From a dataset of NCI-60 drug combinations with 297,098 pairs across 59 cell lines. Regression. Given two drug SMILES strings and cell line genomic features, predict the synergy score measuring deviation from expected non-interaction effect. Drug 1: C1CN1P(=S)(N2CC2)N3CC3. Drug 2: CNC(=O)C1=NC=CC(=C1)OC2=CC=C(C=C2)NC(=O)NC3=CC(=C(C=C3)Cl)C(F)(F)F. Cell line: DU-145. Synergy scores: CSS=26.1, Synergy_ZIP=1.14, Synergy_Bliss=0.684, Synergy_Loewe=-15.0, Synergy_HSA=-0.180.